From a dataset of Full USPTO retrosynthesis dataset with 1.9M reactions from patents (1976-2016). Predict the reactants needed to synthesize the given product. (1) Given the product [CH2:1]([N:3]1[C:8](=[O:9])[C:7]2[C:10]([CH3:18])=[C:11]([C:13]([NH:21][CH3:20])=[O:15])[S:12][C:6]=2[NH:5][C:4]1=[O:19])[CH3:2], predict the reactants needed to synthesize it. The reactants are: [CH2:1]([N:3]1[C:8](=[O:9])[C:7]2[C:10]([CH3:18])=[C:11]([C:13]([O:15]CC)=O)[S:12][C:6]=2[NH:5][C:4]1=[O:19])[CH3:2].[CH3:20][NH2:21]. (2) Given the product [Cl:19][C:6]1[C:7]([NH:10][CH2:11][CH2:12][C:13]2[CH:18]=[CH:17][CH:16]=[CH:15][N:14]=2)=[N:8][CH:9]=[C:4]([N+:1]([O-:3])=[O:2])[CH:5]=1, predict the reactants needed to synthesize it. The reactants are: [N+:1]([C:4]1[CH:5]=[CH:6][C:7]([NH:10][CH2:11][CH2:12][C:13]2[CH:18]=[CH:17][CH:16]=[CH:15][N:14]=2)=[N:8][CH:9]=1)([O-:3])=[O:2].[Cl:19]N1C(=O)CCC1=O.C(OCC)(=O)C.O.